From a dataset of Full USPTO retrosynthesis dataset with 1.9M reactions from patents (1976-2016). Predict the reactants needed to synthesize the given product. (1) Given the product [C:15]([O:19][C:20]([NH:22][C:23]1[CH:28]=[CH:27][CH:26]=[CH:25][C:24]=1[NH:29][C:12]([C:10]1[S:11][C:7]([C:2]2[CH:3]=[CH:4][CH:5]=[CH:6][N:1]=2)=[CH:8][CH:9]=1)=[O:14])=[O:21])([CH3:18])([CH3:16])[CH3:17], predict the reactants needed to synthesize it. The reactants are: [N:1]1[CH:6]=[CH:5][CH:4]=[CH:3][C:2]=1[C:7]1[S:11][C:10]([C:12]([OH:14])=O)=[CH:9][CH:8]=1.[C:15]([O:19][C:20]([NH:22][C:23]1[CH:28]=[CH:27][CH:26]=[CH:25][C:24]=1[NH2:29])=[O:21])([CH3:18])([CH3:17])[CH3:16].[Cl-].C[NH+]1CCOCC1. (2) Given the product [F:28][C:9]([F:8])([F:27])[C:10]1[CH:11]=[C:12]([CH:20]([C:22]2[N:23]=[N:24][N:25]([CH3:2])[N:26]=2)[OH:21])[CH:13]=[C:14]([C:16]([F:17])([F:18])[F:19])[CH:15]=1, predict the reactants needed to synthesize it. The reactants are: [Si](C=[N+]=[N-])(C)(C)[CH3:2].[F:8][C:9]([F:28])([F:27])[C:10]1[CH:11]=[C:12]([CH:20]([C:22]2[NH:26][N:25]=[N:24][N:23]=2)[OH:21])[CH:13]=[C:14]([C:16]([F:19])([F:18])[F:17])[CH:15]=1. (3) Given the product [O:1]1[CH:5]=[CH:4][C:3]([C:6]2[CH:7]=[C:8]([C:18]([F:20])([F:19])[F:21])[C:9]3[N:10]([CH:12]=[C:13]([CH2:15][OH:16])[N:14]=3)[CH:11]=2)=[CH:2]1, predict the reactants needed to synthesize it. The reactants are: [O:1]1[CH:5]=[CH:4][C:3]([C:6]2[CH:7]=[C:8]([C:18]([F:21])([F:20])[F:19])[C:9]3[N:10]([CH:12]=[C:13]([C:15](O)=[O:16])[N:14]=3)[CH:11]=2)=[CH:2]1.O1CCCC1.B.